From a dataset of Forward reaction prediction with 1.9M reactions from USPTO patents (1976-2016). Predict the product of the given reaction. (1) Given the reactants [NH2:1][C:2]1[N:3]=[C:4]([OH:19])[C:5]2[CH2:11][CH2:10][N:9]([C:12]([O:14][C:15]([CH3:18])([CH3:17])[CH3:16])=[O:13])[CH2:8][C:6]=2[N:7]=1.CCN(C(C)C)C(C)C.[CH3:29][C:30]([CH3:41])([CH3:40])[C:31](O[C:31](=[O:32])[C:30]([CH3:41])([CH3:40])[CH3:29])=[O:32], predict the reaction product. The product is: [CH3:29][C:30]([CH3:41])([CH3:40])[C:31]([NH:1][C:2]1[N:3]=[C:4]([OH:19])[C:5]2[CH2:11][CH2:10][N:9]([C:12]([O:14][C:15]([CH3:16])([CH3:18])[CH3:17])=[O:13])[CH2:8][C:6]=2[N:7]=1)=[O:32]. (2) Given the reactants [CH2:1]([N:5]1[C:9](=[O:10])[C:8](Cl)=[C:7]([C:12]2[CH:17]=[CH:16][CH:15]=[CH:14][CH:13]=2)[S:6]1(=[O:19])=[O:18])[CH2:2][CH2:3][CH3:4].[O:20]1[C:24]2[CH:25]=[CH:26][C:27]([NH2:29])=[CH:28][C:23]=2[CH:22]=[CH:21]1, predict the reaction product. The product is: [O:20]1[C:24]2[CH:25]=[CH:26][C:27]([NH:29][C:8]3[C:9](=[O:10])[N:5]([CH2:1][CH2:2][CH2:3][CH3:4])[S:6](=[O:19])(=[O:18])[C:7]=3[C:12]3[CH:17]=[CH:16][CH:15]=[CH:14][CH:13]=3)=[CH:28][C:23]=2[CH:22]=[CH:21]1. (3) Given the reactants [CH:1]1([N:6]2[CH:14]=[N:13][C:12]3[C:7]2=[N:8][CH:9]=[N:10][C:11]=3[NH2:15])[CH2:5][CH2:4][CH:3]=[CH:2]1.[CH3:24][N+]1([O-])[CH2:22][CH2:21][O:20]CC1.[CH3:24][N+]1([O-])CC[O:20][CH2:21][CH2:22]1.[OH2:32], predict the reaction product. The product is: [CH3:24][C:21]1([CH3:22])[O:20][CH:4]2[CH2:3][CH2:2][CH:1]([N:6]3[CH:14]=[N:13][C:12]4[C:7]3=[N:8][CH:9]=[N:10][C:11]=4[NH2:15])[CH:5]2[O:32]1.